Dataset: Full USPTO retrosynthesis dataset with 1.9M reactions from patents (1976-2016). Task: Predict the reactants needed to synthesize the given product. (1) Given the product [Cl:1][C:2]1[C:34]([CH3:35])=[CH:33][C:5]([O:6][CH2:7][CH2:8][CH2:9][C:10]2[C:18]3[C:13](=[C:14]([C:38]4[CH:39]=[N:40][CH:41]=[CH:42][C:43]=4[C:44]([F:47])([F:46])[F:45])[CH:15]=[CH:16][CH:17]=3)[NH:12][C:11]=2[C:28]([O:30][CH2:31][CH3:32])=[O:29])=[CH:4][C:3]=1[CH3:36], predict the reactants needed to synthesize it. The reactants are: [Cl:1][C:2]1[C:34]([CH3:35])=[CH:33][C:5]([O:6][CH2:7][CH2:8][CH2:9][C:10]2[C:18]3[C:13](=[C:14](B4OC(C)(C)C(C)(C)O4)[CH:15]=[CH:16][CH:17]=3)[NH:12][C:11]=2[C:28]([O:30][CH2:31][CH3:32])=[O:29])=[CH:4][C:3]=1[CH3:36].Br[C:38]1[CH:39]=[N:40][CH:41]=[CH:42][C:43]=1[C:44]([F:47])([F:46])[F:45]. (2) The reactants are: CC([N:5]([C:9]1[S:10][C:11]([Cl:21])=[C:12]([C:14]2[N:18]([CH3:19])[N:17]=[CH:16][C:15]=2[Cl:20])[CH:13]=1)C(=O)[O-])(C)C.Cl. Given the product [Cl:21][C:11]1[S:10][C:9]([NH2:5])=[CH:13][C:12]=1[C:14]1[N:18]([CH3:19])[N:17]=[CH:16][C:15]=1[Cl:20], predict the reactants needed to synthesize it. (3) Given the product [F:1][C:2]([F:7])([F:6])[C:3]([OH:5])=[O:4].[N:8]1([C:17]2[CH:29]=[CH:28][C:20]([C:21]([OH:23])=[O:22])=[C:19]([NH:30][C:31]3[CH:36]=[CH:35][C:34]([F:37])=[CH:33][CH:32]=3)[CH:18]=2)[C:12]2[CH:13]=[CH:14][CH:15]=[CH:16][C:11]=2[N:10]=[CH:9]1, predict the reactants needed to synthesize it. The reactants are: [F:1][C:2]([F:7])([F:6])[C:3]([OH:5])=[O:4].[N:8]1([C:17]2[CH:29]=[CH:28][C:20]([C:21]([O:23]C(C)(C)C)=[O:22])=[C:19]([NH:30][C:31]3[CH:36]=[CH:35][C:34]([F:37])=[CH:33][CH:32]=3)[CH:18]=2)[C:12]2[CH:13]=[CH:14][CH:15]=[CH:16][C:11]=2[N:10]=[CH:9]1. (4) Given the product [CH3:1][O:8][C:9]1[CH:10]=[C:11]2[C:16](=[CH:17][C:18]=1[N:31]1[CH2:32][CH2:33][N:28]([CH3:27])[CH2:29][CH2:30]1)[NH:15][CH:14]=[C:13]([C:24]#[N:25])[C:12]2=[O:40], predict the reactants needed to synthesize it. The reactants are: [CH2:1]([O:8][C:9]1[CH:10]=[C:11]2[C:16](=[CH:17][C:18]=1OCCOC)[N:15]=[CH:14][C:13]([C:24]#[N:25])=[C:12]2Cl)C1C=CC=CC=1.[CH3:27][N:28]1[CH2:33][CH2:32][NH:31][CH2:30][CH2:29]1.CN1CCCC1=[O:40]. (5) Given the product [NH2:45][C:19]1[N:18]=[C:17]([C:15]2[N:14]([CH3:46])[C:11]3[CH2:12][CH2:13][NH:8][C:9](=[O:47])[C:10]=3[CH:16]=2)[C:22]([C:23]#[C:24][C:25]2[CH:26]=[C:27]([NH:31][C:32]([NH:34][C:35]3[CH:36]=[CH:37][C:38]([C:41]([F:42])([F:43])[F:44])=[CH:39][CH:40]=3)=[O:33])[CH:28]=[CH:29][CH:30]=2)=[CH:21][N:20]=1, predict the reactants needed to synthesize it. The reactants are: C(OC([N:8]1[CH2:13][CH2:12][C:11]2[N:14]([CH3:46])[C:15]([C:17]3[C:22]([C:23]#[C:24][C:25]4[CH:30]=[CH:29][CH:28]=[C:27]([NH:31][C:32]([NH:34][C:35]5[CH:40]=[CH:39][C:38]([C:41]([F:44])([F:43])[F:42])=[CH:37][CH:36]=5)=[O:33])[CH:26]=4)=[CH:21][N:20]=[C:19]([NH2:45])[N:18]=3)=[CH:16][C:10]=2[C:9]1=[O:47])=O)(C)(C)C.Cl.